Dataset: Catalyst prediction with 721,799 reactions and 888 catalyst types from USPTO. Task: Predict which catalyst facilitates the given reaction. (1) Reactant: C(O[C:4]([C:6]1[C:14]([O:15][CH3:16])=[C:13]([O:17][CH3:18])[CH:12]=[CH:11][C:7]=1[C:8]([OH:10])=O)=[O:5])C.[CH2:19]([NH:24][CH2:25][C:26]([O:28][CH2:29][CH3:30])=[O:27])[C:20]([CH3:23])([CH3:22])[CH3:21].Cl.C(N=C=NCCCN(C)C)C.C(O)C.[O-]CC.[Na+].Cl. Product: [CH3:16][O:15][C:14]1[C:13]([O:17][CH3:18])=[CH:12][CH:11]=[C:7]2[C:6]=1[C:4]([OH:5])=[C:25]([C:26]([O:28][CH2:29][CH3:30])=[O:27])[N:24]([CH2:19][C:20]([CH3:21])([CH3:22])[CH3:23])[C:8]2=[O:10]. The catalyst class is: 35. (2) Reactant: [O:1]1[CH:5]=[CH:4][CH:3]=[C:2]1[C:6]#[N:7].CCO.[NH2:11][OH:12]. Product: [OH:12][N:11]=[C:6]([C:2]1[O:1][CH:5]=[CH:4][CH:3]=1)[NH2:7]. The catalyst class is: 170. (3) Reactant: [OH:1][C@H:2]([C@H:4]([CH2:9][CH2:10][CH:11]([CH3:13])[CH3:12])[C:5](OC)=[O:6])[CH3:3].[H-].[H-].[H-].[H-].[Li+].[Al+3]. Product: [CH2:9]([C@@H:4]([C@@H:2]([OH:1])[CH3:3])[CH2:5][OH:6])[CH2:10][CH:11]([CH3:13])[CH3:12]. The catalyst class is: 1. (4) Product: [Cl:17][C:14]1[CH:15]=[CH:16][C:11]([C:9]2[N:10]=[C:5]3[CH:4]=[CH:3][C:2]([C:27]4[CH:28]=[C:29]([C:18](=[O:22])[CH3:19])[CH:30]=[CH:31][CH:26]=4)=[CH:7][N:6]3[CH:8]=2)=[CH:12][CH:13]=1. Reactant: Br[C:2]1[CH:3]=[CH:4][C:5]2[N:6]([CH:8]=[C:9]([C:11]3[CH:16]=[CH:15][C:14]([Cl:17])=[CH:13][CH:12]=3)[N:10]=2)[CH:7]=1.[C:18](#N)[CH3:19].C(=O)([O-])[OH:22].[Na+].[C:26]1(C)[CH:31]=[CH:30][CH:29]=[CH:28][CH:27]=1. The catalyst class is: 73. (5) The catalyst class is: 7. Reactant: [O:1]1[CH2:6][CH2:5][CH:4]([OH:7])[CH2:3][CH2:2]1.I[CH2:9][C:10]([O-:12])=[O:11].[Na+].[H-].[Na+].O. Product: [O:1]1[CH2:6][CH2:5][CH:4]([O:7][CH2:9][C:10]([OH:12])=[O:11])[CH2:3][CH2:2]1. (6) Reactant: [C:1]([O:5][C:6](=[O:20])[NH:7][CH2:8][CH2:9][N:10]1[C:18]2[C:17](Cl)=[N:16][CH:15]=[N:14][C:13]=2[CH:12]=[CH:11]1)([CH3:4])([CH3:3])[CH3:2].[Cl:21][C:22]1[CH:23]=[C:24]([CH:26]=[CH:27][C:28]=1[O:29][C:30]1[CH:35]=[CH:34][CH:33]=[C:32]([O:36][C:37]([F:40])([F:39])[F:38])[CH:31]=1)[NH2:25].C(=O)([O-])O.[Na+]. Product: [Cl:21][C:22]1[CH:23]=[C:24]([NH:25][C:17]2[C:18]3[N:10]([CH2:9][CH2:8][NH:7][C:6](=[O:20])[O:5][C:1]([CH3:4])([CH3:3])[CH3:2])[CH:11]=[CH:12][C:13]=3[N:14]=[CH:15][N:16]=2)[CH:26]=[CH:27][C:28]=1[O:29][C:30]1[CH:35]=[CH:34][CH:33]=[C:32]([O:36][C:37]([F:39])([F:40])[F:38])[CH:31]=1. The catalyst class is: 32.